From a dataset of Full USPTO retrosynthesis dataset with 1.9M reactions from patents (1976-2016). Predict the reactants needed to synthesize the given product. (1) Given the product [CH3:10][O:9][C:8]1[C:3]([O:2][CH3:1])=[CH:4][C:5]([NH:11][C:12](=[O:14])[CH3:13])=[C:6]([I:15])[CH:7]=1, predict the reactants needed to synthesize it. The reactants are: [CH3:1][O:2][C:3]1[CH:4]=[C:5]([NH:11][C:12](=[O:14])[CH3:13])[CH:6]=[CH:7][C:8]=1[O:9][CH3:10].[I:15]Cl.[O-]S([O-])(=S)=O.[Na+].[Na+]. (2) Given the product [CH:37]([NH:40][C:41]([N:1]1[CH2:2][CH2:3][CH:4]([CH2:7][CH2:8][O:9][C:10]2[CH:11]=[CH:12][C:13]([C:14]([O:16][CH2:17][CH3:18])=[O:15])=[CH:19][CH:20]=2)[CH2:5][CH2:6]1)=[O:42])([CH3:39])[CH3:38], predict the reactants needed to synthesize it. The reactants are: [NH:1]1[CH2:6][CH2:5][CH:4]([CH2:7][CH2:8][O:9][C:10]2[CH:20]=[CH:19][C:13]([C:14]([O:16][CH2:17][CH3:18])=[O:15])=[CH:12][CH:11]=2)[CH2:3][CH2:2]1.C(O)(C(F)(F)F)=O.CCN(C(C)C)C(C)C.[CH:37]([N:40]=[C:41]=[O:42])([CH3:39])[CH3:38].